Dataset: Forward reaction prediction with 1.9M reactions from USPTO patents (1976-2016). Task: Predict the product of the given reaction. Given the reactants [C:1]1([OH:7])[CH:6]=[CH:5][CH:4]=[CH:3][CH:2]=1.[H-].[Na+].Cl[C:11]1[C:16]([CH:17]=[CH:18][C:19]([OH:21])=[O:20])=[CH:15][CH:14]=[C:13]([C:22]([F:25])([F:24])[F:23])[N:12]=1, predict the reaction product. The product is: [O:7]([C:11]1[C:16]([CH:17]=[CH:18][C:19]([OH:21])=[O:20])=[CH:15][CH:14]=[C:13]([C:22]([F:23])([F:25])[F:24])[N:12]=1)[C:1]1[CH:6]=[CH:5][CH:4]=[CH:3][CH:2]=1.